This data is from Full USPTO retrosynthesis dataset with 1.9M reactions from patents (1976-2016). The task is: Predict the reactants needed to synthesize the given product. (1) The reactants are: [Cl:1][C:2]1[CH:3]=[CH:4][C:5]([C:14]([N:16]2[CH2:21][CH2:20][N:19]([C:22]3[C:27]([CH3:28])=[CH:26][C:25]([CH3:29])=[CH:24][N:23]=3)[CH2:18][CH2:17]2)=[O:15])=[C:6]([N:8]2[CH2:12][CH2:11][CH2:10][C:9]2=[O:13])[CH:7]=1.[CH3:30][C@@H:31]1[CH2:35][O:34][C:33](=[O:36])[NH:32]1.C(=O)([O-])[O-].[Cs+].[Cs+].C(P(C(C)(C)C)C1C(C)=C(C)C(C)=C(C)C=1C1C(C(C)C)=CC(C(C)C)=CC=1C(C)C)(C)(C)C. Given the product [ClH:1].[CH3:28][C:27]1[C:22]([N:19]2[CH2:20][CH2:21][N:16]([C:14]([C:5]3[CH:4]=[CH:3][C:2]([N:32]4[C@H:31]([CH3:30])[CH2:35][O:34][C:33]4=[O:36])=[CH:7][C:6]=3[N:8]3[CH2:12][CH2:11][CH2:10][C:9]3=[O:13])=[O:15])[CH2:17][CH2:18]2)=[N:23][CH:24]=[C:25]([CH3:29])[CH:26]=1, predict the reactants needed to synthesize it. (2) Given the product [OH:38][C@@H:36]([CH3:37])[C:34]([N:1]1[CH2:6][CH2:5][CH:4]([NH:7][C:8]([C:10]2[C:14]3[N:15]=[CH:16][N:17]=[C:18]([C:19]4[C:27]5[O:26][CH2:25][O:24][C:23]=5[CH:22]=[CH:21][C:20]=4[O:28][CH2:29][CH2:30][CH2:31][CH3:32])[C:13]=3[NH:12][CH:11]=2)=[O:9])[CH2:3][CH2:2]1)=[O:35], predict the reactants needed to synthesize it. The reactants are: [NH:1]1[CH2:6][CH2:5][CH:4]([NH:7][C:8]([C:10]2[C:14]3[N:15]=[CH:16][N:17]=[C:18]([C:19]4[C:27]5[O:26][CH2:25][O:24][C:23]=5[CH:22]=[CH:21][C:20]=4[O:28][CH2:29][CH2:30][CH2:31][CH3:32])[C:13]=3[NH:12][CH:11]=2)=[O:9])[CH2:3][CH2:2]1.Cl[C:34]([C@@H:36]([O:38]C(=O)C)[CH3:37])=[O:35]. (3) Given the product [N:5]1[CH:10]=[CH:9][N:8]=[CH:7][C:6]=1[C:11]([O:13][CH3:14])=[O:12], predict the reactants needed to synthesize it. The reactants are: S(Cl)(Cl)=O.[N:5]1[CH:10]=[CH:9][N:8]=[CH:7][C:6]=1[C:11]([OH:13])=[O:12].[CH3:14]O. (4) Given the product [C:14]([O:13][C:11]([NH:10][C:9]([N:18]1[CH2:27][CH2:26][C:25]2[C:20](=[CH:21][C:22]([O:28][CH2:29][CH:30]3[CH2:35][CH2:34][N:33]([C:36](=[O:38])[CH3:37])[CH2:32][CH2:31]3)=[CH:23][CH:24]=2)[CH2:19]1)=[N:8][C:6]([O:5][C:1]([CH3:2])([CH3:3])[CH3:4])=[O:7])=[O:12])([CH3:17])([CH3:16])[CH3:15], predict the reactants needed to synthesize it. The reactants are: [C:1]([O:5][C:6]([NH:8][C:9]([N:18]1[CH2:27][CH2:26][C:25]2[C:20](=[CH:21][C:22]([O:28][CH2:29][CH:30]3[CH2:35][CH2:34][NH:33][CH2:32][CH2:31]3)=[CH:23][CH:24]=2)[CH2:19]1)=[N:10][C:11]([O:13][C:14]([CH3:17])([CH3:16])[CH3:15])=[O:12])=[O:7])([CH3:4])([CH3:3])[CH3:2].[C:36](OC(=O)C)(=[O:38])[CH3:37].N1C=CC=CC=1.